This data is from NCI-60 drug combinations with 297,098 pairs across 59 cell lines. The task is: Regression. Given two drug SMILES strings and cell line genomic features, predict the synergy score measuring deviation from expected non-interaction effect. (1) Drug 1: C1C(C(OC1N2C=C(C(=O)NC2=O)F)CO)O. Drug 2: CN(CCCl)CCCl.Cl. Cell line: NCI-H226. Synergy scores: CSS=-0.285, Synergy_ZIP=1.99, Synergy_Bliss=0.573, Synergy_Loewe=-4.64, Synergy_HSA=-4.40. (2) Drug 1: CN1C(=O)N2C=NC(=C2N=N1)C(=O)N. Drug 2: CCC1(C2=C(COC1=O)C(=O)N3CC4=CC5=C(C=CC(=C5CN(C)C)O)N=C4C3=C2)O.Cl. Cell line: HCC-2998. Synergy scores: CSS=22.3, Synergy_ZIP=1.46, Synergy_Bliss=0.405, Synergy_Loewe=-13.2, Synergy_HSA=0.280. (3) Drug 2: C1C(C(OC1N2C=NC(=NC2=O)N)CO)O. Cell line: MDA-MB-231. Synergy scores: CSS=1.86, Synergy_ZIP=-3.93, Synergy_Bliss=-6.23, Synergy_Loewe=-6.68, Synergy_HSA=-5.24. Drug 1: C1CN(P(=O)(OC1)NCCCl)CCCl. (4) Synergy scores: CSS=58.1, Synergy_ZIP=-2.35, Synergy_Bliss=-1.87, Synergy_Loewe=-15.3, Synergy_HSA=1.63. Cell line: A549. Drug 1: C1=CN(C(=O)N=C1N)C2C(C(C(O2)CO)O)O.Cl. Drug 2: CCC(=C(C1=CC=CC=C1)C2=CC=C(C=C2)OCCN(C)C)C3=CC=CC=C3.C(C(=O)O)C(CC(=O)O)(C(=O)O)O. (5) Drug 1: CCC1(CC2CC(C3=C(CCN(C2)C1)C4=CC=CC=C4N3)(C5=C(C=C6C(=C5)C78CCN9C7C(C=CC9)(C(C(C8N6C=O)(C(=O)OC)O)OC(=O)C)CC)OC)C(=O)OC)O.OS(=O)(=O)O. Drug 2: C1CN1C2=NC(=NC(=N2)N3CC3)N4CC4. Cell line: SW-620. Synergy scores: CSS=18.5, Synergy_ZIP=-6.59, Synergy_Bliss=-1.79, Synergy_Loewe=-2.14, Synergy_HSA=-1.34. (6) Drug 1: C1=NC2=C(N=C(N=C2N1C3C(C(C(O3)CO)O)F)Cl)N. Drug 2: C1CCC(C(C1)N)N.C(=O)(C(=O)[O-])[O-].[Pt+4]. Cell line: TK-10. Synergy scores: CSS=23.9, Synergy_ZIP=2.86, Synergy_Bliss=5.20, Synergy_Loewe=5.09, Synergy_HSA=5.32.